This data is from Forward reaction prediction with 1.9M reactions from USPTO patents (1976-2016). The task is: Predict the product of the given reaction. (1) The product is: [CH:20]1[CH:21]=[C:22]2[C:27]3[N-:26][C:25]([C:23]2=[CH:24][CH:19]=1)=[N:57][C:56]1=[N:58][C:49]([C:50]2[C:55]1=[CH:54][CH:53]=[CH:52][CH:51]=2)=[N:48][C:46]1=[N:47][C:39]([C:40]2[C:45]1=[CH:44][CH:43]=[CH:42][CH:41]=2)=[N:38][C:36]1[N-:37][C:29](=[C:30]2[C:35]=1[CH:34]=[CH:33][CH:32]=[CH:31]2)[N:28]=3.[Al+3:12].[Cl-:11]. Given the reactants C(#N)C1C(=CC=CC=1)C#N.[Cl-:11].[Al+3:12].[Cl-].[Cl-].NC(N)=O.[CH:19]1[CH:20]=[CH:21][C:22]2[C:23](=[C:25]3[N:57]=[C:56]4[N:58]=[C:49]([C:50]5[CH:51]=[CH:52][CH:53]=[CH:54][C:55]=54)[N:48]=[C:46]4[NH:47][C:39]([C:40]5[CH:41]=[CH:42][CH:43]=[CH:44][C:45]=54)=[N:38][C:36]4=[N:37][C:29]([C:30]5[CH:31]=[CH:32][CH:33]=[CH:34][C:35]=54)=[N:28][C:27]=2[NH:26]3)[CH:24]=1, predict the reaction product. (2) The product is: [F:27][CH:26]([F:28])[C:23]1[CH:24]=[CH:25][C:20]([C:13]2[C:12]3[C:17](=[CH:18][C:9]([S:8]([Cl:36])(=[O:47])=[O:35])=[CH:10][CH:11]=3)[N:16]=[C:15]([CH3:19])[N:14]=2)=[C:21]([O:29][CH3:30])[CH:22]=1. Given the reactants C([S:8][C:9]1[CH:18]=[C:17]2[C:12]([C:13]([C:20]3[CH:25]=[CH:24][C:23]([CH:26]([F:28])[F:27])=[CH:22][C:21]=3[O:29][CH3:30])=[N:14][C:15]([CH3:19])=[N:16]2)=[CH:11][CH:10]=1)C1C=CC=CC=1.CC(O)=O.[OH2:35].[Cl:36]N1C(C)(C)C(=O)N(Cl)C1=O.[OH2:47], predict the reaction product. (3) Given the reactants N#N.Br[C:4]1[C:5]([NH:11][C:12]2[CH:21]=[CH:20][CH:19]=[CH:18][C:13]=2[C:14]([NH:16][CH3:17])=[O:15])=[CH:6][C:7]([Cl:10])=[N:8][CH:9]=1.[O-]P([O-])([O-])=O.[K+].[K+].[K+].[C:30]1(C)[CH:35]=CC=C[CH:31]=1, predict the reaction product. The product is: [Cl:10][C:7]1[CH:6]=[C:5]([NH:11][C:12]2[CH:21]=[CH:20][CH:19]=[CH:18][C:13]=2[C:14]([NH:16][CH3:17])=[O:15])[C:4]([C:30]([CH3:35])=[CH2:31])=[CH:9][N:8]=1. (4) Given the reactants [F:1][C:2]1[CH:3]=[CH:4][C:5]2[N:6]([C:8]([C:11]3[N:16]=[C:15]([NH:17][C@@H:18]4[CH2:23][CH2:22][CH2:21][NH:20][CH2:19]4)[CH:14]=[CH:13][N:12]=3)=[CH:9][N:10]=2)[CH:7]=1.Br[C:25]1[N:29]=[CH:28][NH:27][N:26]=1, predict the reaction product. The product is: [NH:26]1[CH:25]=[N:29][C:28]([N:20]2[CH2:21][CH2:22][CH2:23][CH:18]([NH:17][C:15]3[CH:14]=[CH:13][N:12]=[C:11]([C:8]4[N:6]5[CH:7]=[C:2]([F:1])[CH:3]=[CH:4][C:5]5=[N:10][CH:9]=4)[N:16]=3)[CH2:19]2)=[N:27]1. (5) Given the reactants [F:1][C:2]1[CH:7]=[C:6]([O:8][CH3:9])[CH:5]=[CH:4][C:3]=1[C:10]1[CH:15]=[CH:14][C:13](N)=[C:12]([CH3:17])[CH:11]=1.N(OCCC(C)C)=O.[I:26]I, predict the reaction product. The product is: [CH3:9][O:8][C:6]1[CH:5]=[CH:4][C:3]([C:10]2[CH:15]=[CH:14][C:13]([I:26])=[C:12]([CH3:17])[CH:11]=2)=[C:2]([F:1])[CH:7]=1. (6) Given the reactants C(=O)(OC)[O:2][C:3]1[CH:8]=[C:7]([N+:9]([O-:11])=[O:10])[C:6](Br)=[CH:5][C:4]=1[CH:13]1[CH2:17][CH2:16][CH2:15][CH2:14]1.[CH3:21][N:22](C=O)C, predict the reaction product. The product is: [CH:13]1([C:4]2[C:3]([OH:2])=[CH:8][C:7]([N+:9]([O-:11])=[O:10])=[C:6]([CH:5]=2)[C:21]#[N:22])[CH2:17][CH2:16][CH2:15][CH2:14]1. (7) Given the reactants [H-].[Na+].[C:3]1([C:9]2[C:13]([N:14]3[CH2:19][CH2:18][N:17]([C:20]([O:22][C:23]([CH3:26])([CH3:25])[CH3:24])=[O:21])[CH2:16][CH2:15]3)=[CH:12][NH:11][N:10]=2)[CH:8]=[CH:7][CH:6]=[CH:5][CH:4]=1.Cl[CH2:28][C:29]#[N:30], predict the reaction product. The product is: [C:29]([CH2:28][N:11]1[CH:12]=[C:13]([N:14]2[CH2:15][CH2:16][N:17]([C:20]([O:22][C:23]([CH3:26])([CH3:25])[CH3:24])=[O:21])[CH2:18][CH2:19]2)[C:9]([C:3]2[CH:4]=[CH:5][CH:6]=[CH:7][CH:8]=2)=[N:10]1)#[N:30]. (8) Given the reactants [N+](=CC([O-])=O)=[N-].[Br:7][C:8]1[CH:13]=[CH:12][C:11]([C@@H:14]2[CH2:16][C@H:15]2[C:17]([O:19][CH2:20][CH3:21])=[O:18])=[CH:10][CH:9]=1.BrC1C=CC(C=C)=CC=1.[Li+].[OH-], predict the reaction product. The product is: [Br:7][C:8]1[CH:9]=[CH:10][C:11]([C@@H:14]2[CH2:16][C@H:15]2[C:17]([OH:19])=[O:18])=[CH:12][CH:13]=1.[Br:7][C:8]1[CH:9]=[CH:10][C:11]([C@H:14]2[CH2:16][C@H:15]2[C:17]([O:19][CH2:20][CH3:21])=[O:18])=[CH:12][CH:13]=1. (9) Given the reactants [CH2:1]([O:8][C:9]([N:11]1[CH2:16][CH2:15][CH:14]([C@H:17]2[CH2:19][C@@H:18]2[CH2:20][O:21][CH2:22][C:23]2[CH:28]=[CH:27][C:26]([CH2:29][C:30](O)=[O:31])=[CH:25][C:24]=2[F:33])[CH2:13][CH2:12]1)=[O:10])[C:2]1[CH:7]=[CH:6][CH:5]=[CH:4][CH:3]=1.[CH:35]1[CH:35]=[CH:36][C:37]2[N:42](O)N=[N:42][C:37]=2[CH:36]=1.O.CCN=C=NCCCN(C)C.Cl.N1CCC1, predict the reaction product. The product is: [N:42]1([C:30](=[O:31])[CH2:29][C:26]2[CH:27]=[CH:28][C:23]([CH2:22][O:21][CH2:20][C@H:18]3[CH2:19][C@@H:17]3[CH:14]3[CH2:13][CH2:12][N:11]([C:9]([O:8][CH2:1][C:2]4[CH:3]=[CH:4][CH:5]=[CH:6][CH:7]=4)=[O:10])[CH2:16][CH2:15]3)=[C:24]([F:33])[CH:25]=2)[CH2:37][CH2:36][CH2:35]1.